Dataset: Forward reaction prediction with 1.9M reactions from USPTO patents (1976-2016). Task: Predict the product of the given reaction. Given the reactants O=[C:2]1[CH2:7][CH2:6][C:5]([NH:11][C:12]([C:14]2[C:23]([NH:24][C:25]([NH:27][C:28]3[C:33]([CH3:34])=[CH:32][C:31]([CH3:35])=[CH:30][C:29]=3[CH3:36])=[O:26])=[CH:22][C:21]3[C:16](=[CH:17][CH:18]=[CH:19][CH:20]=3)[CH:15]=2)=[O:13])([C:8]([OH:10])=[O:9])[CH2:4][CH2:3]1.C([BH3-])#N.[CH2:40]([NH2:47])[C:41]1[CH:46]=[CH:45][CH:44]=[CH:43][CH:42]=1.C1([C@H](NC(C2C=CC(S(C)(=O)=O)=CC=2NC(NC2C(C)=CC(C)=CC=2C)=O)=O)C(OC(C)(C)C)=O)CCCCC1, predict the reaction product. The product is: [C:41]1([CH2:40][NH:47][CH:2]2[CH2:3][CH2:4][C:5]([NH:11][C:12]([C:14]3[C:23]([NH:24][C:25]([NH:27][C:28]4[C:33]([CH3:34])=[CH:32][C:31]([CH3:35])=[CH:30][C:29]=4[CH3:36])=[O:26])=[CH:22][C:21]4[C:16](=[CH:17][CH:18]=[CH:19][CH:20]=4)[CH:15]=3)=[O:13])([C:8]([OH:10])=[O:9])[CH2:6][CH2:7]2)[CH:46]=[CH:45][CH:44]=[CH:43][CH:42]=1.